This data is from NCI-60 drug combinations with 297,098 pairs across 59 cell lines. The task is: Regression. Given two drug SMILES strings and cell line genomic features, predict the synergy score measuring deviation from expected non-interaction effect. (1) Cell line: SF-539. Drug 2: CC1C(C(CC(O1)OC2CC(CC3=C2C(=C4C(=C3O)C(=O)C5=C(C4=O)C(=CC=C5)OC)O)(C(=O)CO)O)N)O.Cl. Drug 1: CC1=C(C=C(C=C1)C(=O)NC2=CC(=CC(=C2)C(F)(F)F)N3C=C(N=C3)C)NC4=NC=CC(=N4)C5=CN=CC=C5. Synergy scores: CSS=39.3, Synergy_ZIP=-2.65, Synergy_Bliss=-0.263, Synergy_Loewe=-7.14, Synergy_HSA=1.60. (2) Drug 1: CN(CCCl)CCCl.Cl. Drug 2: CS(=O)(=O)OCCCCOS(=O)(=O)C. Cell line: A549. Synergy scores: CSS=32.5, Synergy_ZIP=-7.30, Synergy_Bliss=-2.65, Synergy_Loewe=-2.87, Synergy_HSA=-1.99. (3) Drug 1: C1CN1C2=NC(=NC(=N2)N3CC3)N4CC4. Drug 2: CCC1(C2=C(COC1=O)C(=O)N3CC4=CC5=C(C=CC(=C5CN(C)C)O)N=C4C3=C2)O.Cl. Cell line: IGROV1. Synergy scores: CSS=26.1, Synergy_ZIP=-14.0, Synergy_Bliss=-6.45, Synergy_Loewe=-2.75, Synergy_HSA=-1.22. (4) Drug 1: CC1=C(N=C(N=C1N)C(CC(=O)N)NCC(C(=O)N)N)C(=O)NC(C(C2=CN=CN2)OC3C(C(C(C(O3)CO)O)O)OC4C(C(C(C(O4)CO)O)OC(=O)N)O)C(=O)NC(C)C(C(C)C(=O)NC(C(C)O)C(=O)NCCC5=NC(=CS5)C6=NC(=CS6)C(=O)NCCC[S+](C)C)O. Drug 2: CNC(=O)C1=NC=CC(=C1)OC2=CC=C(C=C2)NC(=O)NC3=CC(=C(C=C3)Cl)C(F)(F)F. Cell line: SK-MEL-2. Synergy scores: CSS=12.0, Synergy_ZIP=-4.29, Synergy_Bliss=3.05, Synergy_Loewe=-18.2, Synergy_HSA=-4.15.